Dataset: Peptide-MHC class II binding affinity with 134,281 pairs from IEDB. Task: Regression. Given a peptide amino acid sequence and an MHC pseudo amino acid sequence, predict their binding affinity value. This is MHC class II binding data. (1) The peptide sequence is ESTGGAYDTYKSIPS. The MHC is DRB1_1302 with pseudo-sequence DRB1_1302. The binding affinity (normalized) is 0.380. (2) The peptide sequence is AVAANELGMLEKTKE. The MHC is DRB3_0202 with pseudo-sequence DRB3_0202. The binding affinity (normalized) is 0. (3) The MHC is DRB1_1101 with pseudo-sequence DRB1_1101. The binding affinity (normalized) is 0.195. The peptide sequence is ASLIYRRRLMKQDFS.